From a dataset of Reaction yield outcomes from USPTO patents with 853,638 reactions. Predict the reaction yield, written as a fraction of the theoretical maximum amount of product (1.0 means a 100% yield; for example, 0.34 means a 34% yield). (1) The yield is 0.860. No catalyst specified. The reactants are [NH2:1][C:2]1[N:10]=[C:9]2[C:5]([N:6]=[CH:7][N:8]2/[CH:11]=[C:12]2\[C:13]([CH2:17][OH:18])([CH2:15][OH:16])[CH2:14]\2)=[C:4]([NH:19][CH:20]2[CH2:22][CH2:21]2)[N:3]=1.C1(N)CC1. The product is [NH2:1][C:2]1[N:10]=[C:9]2[C:5]([N:6]=[CH:7][N:8]2/[CH:11]=[C:12]2/[C:13]([CH2:17][OH:18])([CH2:15][OH:16])[CH2:14]/2)=[C:4]([NH:19][CH:20]2[CH2:22][CH2:21]2)[N:3]=1. (2) The reactants are [Cl:1][C:2]1[CH:7]=[C:6]([Cl:8])[CH:5]=[CH:4][C:3]=1[CH:9]1[S:15][C:14]([CH3:17])([CH3:16])[C:13](=[O:18])[NH:12][C:11]2[N:19]([CH3:23])[N:20]=[C:21]([CH3:22])[C:10]1=2.[OH-].[Na+].[CH3:26]OS(OC)(=O)=O.[NH4+].[OH-].C(=O)(O)[O-].[Na+]. The catalyst is C1COCC1.O.C(OCC)(=O)C. The product is [Cl:1][C:2]1[CH:7]=[C:6]([Cl:8])[CH:5]=[CH:4][C:3]=1[CH:9]1[S:15][C:14]([CH3:17])([CH3:16])[C:13](=[O:18])[N:12]([CH3:26])[C:11]2[N:19]([CH3:23])[N:20]=[C:21]([CH3:22])[C:10]1=2. The yield is 0.720. (3) The reactants are O[CH2:2][CH:3]1[CH2:8][CH2:7][CH2:6][N:5]([C:9]([C:11]2[S:12][C:13]([C:16]3[C:20]([CH3:21])=[C:19]([C:22]([F:25])([F:24])[F:23])[O:18][N:17]=3)=[CH:14][CH:15]=2)=[O:10])[CH2:4]1.[CH2:26]([N:28](CC)[CH2:29]C)C.CS([Cl:37])(=O)=O.CNC. The catalyst is C(Cl)Cl.C(#N)C.C1COCC1. The product is [ClH:37].[CH3:26][N:28]([CH2:2][CH:3]1[CH2:8][CH2:7][CH2:6][N:5]([C:9]([C:11]2[S:12][C:13]([C:16]3[C:20]([CH3:21])=[C:19]([C:22]([F:25])([F:24])[F:23])[O:18][N:17]=3)=[CH:14][CH:15]=2)=[O:10])[CH2:4]1)[CH3:29]. The yield is 0.520. (4) The reactants are Br[C:2]1[CH:3]=[C:4]2[C:10]([C:11]3[CH:12]=[N:13][N:14]([CH2:16][CH2:17][C:18]4[CH:23]=[CH:22][C:21]([F:24])=[CH:20][CH:19]=4)[CH:15]=3)=[CH:9][N:8]([S:25]([C:28]3[CH:34]=[CH:33][C:31]([CH3:32])=[CH:30][CH:29]=3)(=[O:27])=[O:26])[C:5]2=[N:6][CH:7]=1.[CH3:35][O:36][C:37]1[CH:42]=[CH:41][C:40](B2OC(C)(C)C(C)(C)O2)=[CH:39][C:38]=1CS(N)(=O)=O.C(=O)([O-])[O-].[Na+].[Na+]. The yield is 0.294. The product is [F:24][C:21]1[CH:22]=[CH:23][C:18]([CH2:17][CH2:16][N:14]2[CH:15]=[C:11]([C:10]3[C:4]4[C:5](=[N:6][CH:7]=[C:2]([C:40]5[CH:41]=[CH:42][C:37]([O:36][CH3:35])=[C:38]([NH:8][S:25]([CH3:28])(=[O:27])=[O:26])[CH:39]=5)[CH:3]=4)[N:8]([S:25]([C:28]4[CH:34]=[CH:33][C:31]([CH3:32])=[CH:30][CH:29]=4)(=[O:26])=[O:27])[CH:9]=3)[CH:12]=[N:13]2)=[CH:19][CH:20]=1. The catalyst is COCCOC.O.Cl[Pd](Cl)([P](C1C=CC=CC=1)(C1C=CC=CC=1)C1C=CC=CC=1)[P](C1C=CC=CC=1)(C1C=CC=CC=1)C1C=CC=CC=1. (5) The reactants are [Cl:1][C:2]1[C:3]([F:21])=[C:4]([C:14]2[N:19]=[CH:18][N:17]=[C:16]([OH:20])[CH:15]=2)[C:5]([N:8]2[CH:12]=[C:11]([Cl:13])[N:10]=[N:9]2)=[CH:6][CH:7]=1.CN(C(ON1N=NC2C=CC=NC1=2)=[N+](C)C)C.F[P-](F)(F)(F)(F)F.C1CCN2C(=NCCC2)CC1.N[C@@H:58]1[C:74]2[CH:75]=[C:70]([CH:71]=[CH:72][CH:73]=2)[C:69]2[N:68](COCC[Si](C)(C)C)[N:67]=[CH:66][C:65]=2[NH:64][C:63](=[O:84])[C@H:62]([CH3:85])[CH2:61][CH2:60][CH2:59]1.N[C@@H]1C2C=C(C=CC=2)C2NN=CC=2NC(=O)[C@H](C)CCC1. The catalyst is CC#N.CN(C=O)C. The product is [Cl:1][C:2]1[C:3]([F:21])=[C:4]([C:14]2[N:19]=[CH:18][N:17]([C@@H:58]3[C:74]4[CH:75]=[C:70]([CH:71]=[CH:72][CH:73]=4)[C:69]4[NH:68][N:67]=[CH:66][C:65]=4[NH:64][C:63](=[O:84])[C@H:62]([CH3:85])[CH2:61][CH2:60][CH2:59]3)[C:16](=[O:20])[CH:15]=2)[C:5]([N:8]2[CH:12]=[C:11]([Cl:13])[N:10]=[N:9]2)=[CH:6][CH:7]=1. The yield is 0.0700.